From a dataset of Catalyst prediction with 721,799 reactions and 888 catalyst types from USPTO. Predict which catalyst facilitates the given reaction. The catalyst class is: 24. Product: [C:1]([C:5]1[CH:28]=[C:8]2[N:9]=[C:10]([CH3:27])[C:11]([CH:19]([CH2:24][CH2:25][CH3:26])[C:20]([OH:22])=[O:21])=[C:12]([C:13]3[CH:14]=[CH:15][CH:16]=[CH:17][CH:18]=3)[N:7]2[N:6]=1)([CH3:3])([CH3:4])[CH3:2]. Reactant: [C:1]([C:5]1[CH:28]=[C:8]2[N:9]=[C:10]([CH3:27])[C:11]([CH:19]([CH2:24][CH2:25][CH3:26])[C:20]([O:22]C)=[O:21])=[C:12]([C:13]3[CH:18]=[CH:17][CH:16]=[CH:15][CH:14]=3)[N:7]2[N:6]=1)([CH3:4])([CH3:3])[CH3:2].[OH-].[Na+].